Dataset: Forward reaction prediction with 1.9M reactions from USPTO patents (1976-2016). Task: Predict the product of the given reaction. (1) Given the reactants [C:1]([C:3]1[CH:8]=[CH:7][C:6]([CH:9]2[C:14]([C:15]#[N:16])=[C:13]([CH3:17])[N:12]([C:18]3[CH:23]=[CH:22][CH:21]=[C:20]([C:24]([F:27])([F:26])[F:25])[CH:19]=3)[C:11](=S)[NH:10]2)=[CH:5][CH:4]=1)#[N:2].C([O:33]O)(C)(C)C.[OH2:35].[NH2:36][NH2:37], predict the reaction product. The product is: [F:25][C:24]([F:27])([F:26])[C:20]([OH:33])=[O:35].[C:1]([C:3]1[CH:8]=[CH:7][C:6]([CH:9]2[C:14]([C:15]#[N:16])=[C:13]([CH3:17])[N:12]([C:18]3[CH:23]=[CH:22][CH:21]=[C:20]([C:24]([F:27])([F:26])[F:25])[CH:19]=3)[C:11]([NH:36][NH2:37])=[N:10]2)=[CH:5][CH:4]=1)#[N:2]. (2) Given the reactants [NH:1]1[CH2:6][CH:5]=[CH:4][CH2:3][CH2:2]1.C(N(CC)CC)C.[C:14](Cl)(=[O:21])[C:15]1[CH:20]=[CH:19][CH:18]=[CH:17][CH:16]=1, predict the reaction product. The product is: [N:1]1([C:14]([C:15]2[CH:20]=[CH:19][CH:18]=[CH:17][CH:16]=2)=[O:21])[CH2:2][CH2:3][CH:4]=[CH:5][CH2:6]1. (3) Given the reactants Cl[C:2]1[C:11]2[C:6](=[CH:7][CH:8]=[C:9]([CH3:12])[CH:10]=2)[N:5]=[C:4]([N:13]2[CH2:19][C:18]3[CH:20]=[CH:21][CH:22]=[CH:23][C:17]=3[S:16](=[O:25])(=[O:24])[CH2:15][CH2:14]2)[CH:3]=1.C[S-:27].[Na+], predict the reaction product. The product is: [O:24]=[S:16]1(=[O:25])[C:17]2[CH:23]=[CH:22][CH:21]=[CH:20][C:18]=2[CH2:19][N:13]([C:4]2[CH:3]=[C:2]([SH:27])[C:11]3[C:6](=[CH:7][CH:8]=[C:9]([CH3:12])[CH:10]=3)[N:5]=2)[CH2:14][CH2:15]1. (4) Given the reactants C(=O)([O-])[O-].[K+].[K+].Br[C:8]([CH3:11])([CH3:10])[CH3:9].CN(C)C(=O)C.[N+:18]([C:21]1[CH:29]=[C:28]([O:30][C:31]2[CH:36]=[CH:35][CH:34]=[CH:33][CH:32]=2)[CH:27]=[CH:26][C:22]=1[C:23]([OH:25])=[O:24])([O-:20])=[O:19], predict the reaction product. The product is: [N+:18]([C:21]1[CH:29]=[C:28]([O:30][C:31]2[CH:32]=[CH:33][CH:34]=[CH:35][CH:36]=2)[CH:27]=[CH:26][C:22]=1[C:23]([O:25][C:8]([CH3:11])([CH3:10])[CH3:9])=[O:24])([O-:20])=[O:19]. (5) Given the reactants [Cl:1][C:2]1[CH:7]=[C:6]([CH:8]=[O:9])[CH:5]=[CH:4][C:3]=1[C:10]1[CH:15]=[CH:14][CH:13]=[C:12]([C:16]#[N:17])[CH:11]=1.[BH4-].[Na+], predict the reaction product. The product is: [Cl:1][C:2]1[CH:7]=[C:6]([CH2:8][OH:9])[CH:5]=[CH:4][C:3]=1[C:10]1[CH:15]=[CH:14][CH:13]=[C:12]([C:16]#[N:17])[CH:11]=1.